From a dataset of NCI-60 drug combinations with 297,098 pairs across 59 cell lines. Regression. Given two drug SMILES strings and cell line genomic features, predict the synergy score measuring deviation from expected non-interaction effect. Drug 1: C1=NNC2=C1C(=O)NC=N2. Drug 2: N.N.Cl[Pt+2]Cl. Cell line: SW-620. Synergy scores: CSS=26.4, Synergy_ZIP=-0.0613, Synergy_Bliss=1.38, Synergy_Loewe=-4.40, Synergy_HSA=3.21.